From a dataset of Forward reaction prediction with 1.9M reactions from USPTO patents (1976-2016). Predict the product of the given reaction. (1) Given the reactants I[C:2]1[CH:7]=[CH:6][CH:5]=[CH:4][CH:3]=1.[CH2:8]([O:15][C:16]1[CH:17]=[C:18]2[C:22](=[CH:23][CH:24]=1)[NH:21][CH:20]=[CH:19]2)[C:9]1[CH:14]=[CH:13][CH:12]=[CH:11][CH:10]=1.C([O-])([O-])=O.[Cs+].[Cs+], predict the reaction product. The product is: [CH2:8]([O:15][C:16]1[CH:17]=[C:18]2[C:22](=[CH:23][CH:24]=1)[N:21]([C:2]1[CH:7]=[CH:6][CH:5]=[CH:4][CH:3]=1)[CH:20]=[CH:19]2)[C:9]1[CH:10]=[CH:11][CH:12]=[CH:13][CH:14]=1. (2) Given the reactants [CH2:1]([O:3][C:4](=[O:41])[CH2:5][CH2:6][CH2:7][O:8][C:9]1[CH:14]=[CH:13][C:12]([NH:15][C:16]2[C:21]([NH2:22])=[CH:20][N:19]=[C:18]([NH:23][C:24]3[CH:29]=[CH:28][C:27]([CH2:30][CH2:31][CH2:32][NH:33][C:34]([O:36][C:37]([CH3:40])([CH3:39])[CH3:38])=[O:35])=[CH:26][CH:25]=3)[N:17]=2)=[CH:11][CH:10]=1)[CH3:2].[CH:42](OC)(OC)OC, predict the reaction product. The product is: [CH2:1]([O:3][C:4](=[O:41])[CH2:5][CH2:6][CH2:7][O:8][C:9]1[CH:10]=[CH:11][C:12]([N:15]2[CH:42]=[N:22][C:21]3[C:16]2=[N:17][C:18]([NH:23][C:24]2[CH:25]=[CH:26][C:27]([CH2:30][CH2:31][CH2:32][NH:33][C:34]([O:36][C:37]([CH3:40])([CH3:39])[CH3:38])=[O:35])=[CH:28][CH:29]=2)=[N:19][CH:20]=3)=[CH:13][CH:14]=1)[CH3:2]. (3) The product is: [Cl:1][C:2]1[CH:7]=[CH:6][CH:5]=[CH:4][C:3]=1[C@H:8]([O:10][C:11]1[CH:15]=[C:14]([N:16]2[C:20]3[CH:21]=[CH:22][C:23]([C:25]4[CH:30]=[CH:29][N:28]=[C:27]([N:35]5[CH2:40][CH2:39][NH:38][CH2:37][CH2:36]5)[CH:26]=4)=[CH:24][C:19]=3[N:18]=[CH:17]2)[S:13][C:12]=1[C:32]([NH2:34])=[O:33])[CH3:9]. Given the reactants [Cl:1][C:2]1[CH:7]=[CH:6][CH:5]=[CH:4][C:3]=1[C@H:8]([O:10][C:11]1[CH:15]=[C:14]([N:16]2[C:20]3[CH:21]=[CH:22][C:23]([C:25]4[CH:30]=[CH:29][N:28]=[C:27](F)[CH:26]=4)=[CH:24][C:19]=3[N:18]=[CH:17]2)[S:13][C:12]=1[C:32]([NH2:34])=[O:33])[CH3:9].[NH:35]1[CH2:40][CH2:39][NH:38][CH2:37][CH2:36]1, predict the reaction product. (4) Given the reactants [NH2:1][C:2]1[N:16]=[CH:15][C:14](Br)=[CH:13][C:3]=1[C:4]([NH:6][C:7]1[CH:12]=[CH:11][N:10]=[CH:9][CH:8]=1)=[O:5].[CH2:18]([O:20][C:21]([C:23]1[CH:28]=[CH:27][C:26](B(O)O)=[CH:25][CH:24]=1)=[O:22])[CH3:19], predict the reaction product. The product is: [CH2:18]([O:20][C:21](=[O:22])[C:23]1[CH:28]=[CH:27][C:26]([C:14]2[CH:15]=[N:16][C:2]([NH2:1])=[C:3]([C:4](=[O:5])[NH:6][C:7]3[CH:12]=[CH:11][N:10]=[CH:9][CH:8]=3)[CH:13]=2)=[CH:25][CH:24]=1)[CH3:19]. (5) Given the reactants [Cl:1][C:2]1[CH:3]=[CH:4][C:5]([O:29][CH:30]([F:32])[F:31])=[C:6]([C:8]2[C:13]([O:14][CH3:15])=[CH:12][N:11]([CH:16]([CH2:24][CH2:25][O:26][CH3:27])[C:17]([O:19]C(C)(C)C)=[O:18])[C:10](=[O:28])[CH:9]=2)[CH:7]=1.C(O)(C(F)(F)F)=O, predict the reaction product. The product is: [Cl:1][C:2]1[CH:3]=[CH:4][C:5]([O:29][CH:30]([F:32])[F:31])=[C:6]([C:8]2[C:13]([O:14][CH3:15])=[CH:12][N:11]([CH:16]([CH2:24][CH2:25][O:26][CH3:27])[C:17]([OH:19])=[O:18])[C:10](=[O:28])[CH:9]=2)[CH:7]=1.